This data is from Forward reaction prediction with 1.9M reactions from USPTO patents (1976-2016). The task is: Predict the product of the given reaction. (1) Given the reactants [C:1]1([S:7][CH3:8])[CH:6]=[CH:5][CH:4]=[CH:3][CH:2]=1.CO.C1C(=O)N(Br)C(=[O:14])C1.C([O-])(O)=O.[Na+], predict the reaction product. The product is: [CH3:8][S:7]([C:1]1[CH:6]=[CH:5][CH:4]=[CH:3][CH:2]=1)=[O:14]. (2) Given the reactants [Br:1]Br.C([O-])(=O)C.[K+].[C:8]([C:10]1[CH:11]=[C:12]([C:17]2[N:18]=[C:19]([C:22]([O:24][CH2:25][CH3:26])=[O:23])[S:20][CH:21]=2)[CH:13]=[CH:14][C:15]=1[F:16])#[N:9].S([O-])([O-])(=O)=S.[Na+].[Na+], predict the reaction product. The product is: [Br:1][C:21]1[S:20][C:19]([C:22]([O:24][CH2:25][CH3:26])=[O:23])=[N:18][C:17]=1[C:12]1[CH:13]=[CH:14][C:15]([F:16])=[C:10]([C:8]#[N:9])[CH:11]=1.